From a dataset of Reaction yield outcomes from USPTO patents with 853,638 reactions. Predict the reaction yield, written as a fraction of the theoretical maximum amount of product (1.0 means a 100% yield; for example, 0.34 means a 34% yield). (1) The reactants are [CH2:1]([O:8][C:9](=[O:30])[NH:10][C:11]1[CH:16]=[CH:15][C:14]([F:17])=[C:13]([CH:18]([OH:28])[C:19]2[C:27]3[C:22](=[N:23][CH:24]=[CH:25][CH:26]=3)[NH:21][CH:20]=2)[C:12]=1[F:29])[C:2]1[CH:7]=[CH:6][CH:5]=[CH:4][CH:3]=1.O1CCCC1.CC(OI1(OC(C)=O)(OC(C)=O)OC(=O)C2C=CC=CC1=2)=O. The catalyst is O. The product is [CH2:1]([O:8][C:9](=[O:30])[NH:10][C:11]1[CH:16]=[CH:15][C:14]([F:17])=[C:13]([C:18]([C:19]2[C:27]3[C:22](=[N:23][CH:24]=[CH:25][CH:26]=3)[NH:21][CH:20]=2)=[O:28])[C:12]=1[F:29])[C:2]1[CH:3]=[CH:4][CH:5]=[CH:6][CH:7]=1. The yield is 0.910. (2) The reactants are Cl[C:2]1[N:7]=[C:6]([O:8][C:9]2[CH:36]=[CH:35][CH:34]=[CH:33][C:10]=2[CH2:11][NH:12][C:13]([NH:15][C:16]2[N:20]([C:21]3[CH:26]=[CH:25][C:24]([CH3:27])=[CH:23][CH:22]=3)[N:19]=[C:18]([CH:28]3[CH2:32][CH2:31][CH2:30][CH2:29]3)[CH:17]=2)=[O:14])[CH:5]=[CH:4][N:3]=1.C(=O)([O-])[O-].[Na+].[Na+].[NH:43]1[CH2:48][CH2:47][O:46][CH2:45][CH2:44]1. The catalyst is C(O)C. The product is [O:46]1[CH2:47][CH2:48][N:43]([C:2]2[N:7]=[C:6]([O:8][C:9]3[CH:36]=[CH:35][CH:34]=[CH:33][C:10]=3[CH2:11][NH:12][C:13]([NH:15][C:16]3[N:20]([C:21]4[CH:22]=[CH:23][C:24]([CH3:27])=[CH:25][CH:26]=4)[N:19]=[C:18]([CH:28]4[CH2:32][CH2:31][CH2:30][CH2:29]4)[CH:17]=3)=[O:14])[CH:5]=[CH:4][N:3]=2)[CH2:44][CH2:45]1. The yield is 0.930. (3) The reactants are [O:1]1[CH2:5][CH2:4][C:3]2[CH:6]=[CH:7][CH:8]=[CH:9][C:2]1=2.Cl[Sn](Cl)(Cl)Cl.[CH3:15][O:16]C(Cl)Cl.CCOC(C)=O. The catalyst is C(Cl)Cl.CCCCC. The product is [O:1]1[CH2:5][CH2:4][C:3]2[CH:6]=[CH:7][CH:8]=[C:9]([CH:15]=[O:16])[C:2]1=2. The yield is 0.000100. (4) The reactants are C([O:3][CH:4](OCC)[C:5]1[O:13][C:12]2[C:11]([C:14]3[CH:25]=[CH:24][C:17]([C:18]([NH:20][CH2:21][CH2:22][OH:23])=[O:19])=[CH:16][CH:15]=3)=[CH:10][N:9]=[CH:8][C:7]=2[CH:6]=1)C.Cl.C(=O)([O-])[O-].[Na+].[Na+]. The catalyst is O1CCCC1. The product is [CH:4]([C:5]1[O:13][C:12]2[C:11]([C:14]3[CH:15]=[CH:16][C:17]([C:18]([NH:20][CH2:21][CH2:22][OH:23])=[O:19])=[CH:24][CH:25]=3)=[CH:10][N:9]=[CH:8][C:7]=2[CH:6]=1)=[O:3]. The yield is 0.850. (5) The reactants are C[O:2][C:3](=O)[CH2:4][C:5]([NH:7][C:8]1[CH:13]=[CH:12][C:11]([O:14][CH:15]([C:17]2[CH:22]=[CH:21][CH:20]=[C:19]([F:23])[CH:18]=2)[CH3:16])=[CH:10][CH:9]=1)=[O:6].[OH-].[NH4+:26]. No catalyst specified. The product is [F:23][C:19]1[CH:18]=[C:17]([CH:15]([O:14][C:11]2[CH:12]=[CH:13][C:8]([NH:7][C:5](=[O:6])[CH2:4][C:3]([NH2:26])=[O:2])=[CH:9][CH:10]=2)[CH3:16])[CH:22]=[CH:21][CH:20]=1. The yield is 0.550. (6) The reactants are [CH3:1][O:2][C:3]([C:5]1[N:6]([CH2:31][CH:32]=C)[CH:7]=[C:8]([C:20](=[O:30])[NH:21][CH2:22][C:23]2[CH:28]=[CH:27][C:26]([F:29])=[CH:25][CH:24]=2)[C:9](=[O:19])[C:10]=1[O:11][CH2:12][C:13]1[CH:18]=[CH:17][CH:16]=[CH:15][CH:14]=1)=[O:4].I([O-])(=O)(=O)=[O:35].[Na+].C(OCC)(=O)C.O. The catalyst is O1CCOCC1. The product is [CH3:1][O:2][C:3]([C:5]1[N:6]([CH2:31][CH:32]=[O:35])[CH:7]=[C:8]([C:20](=[O:30])[NH:21][CH2:22][C:23]2[CH:28]=[CH:27][C:26]([F:29])=[CH:25][CH:24]=2)[C:9](=[O:19])[C:10]=1[O:11][CH2:12][C:13]1[CH:14]=[CH:15][CH:16]=[CH:17][CH:18]=1)=[O:4]. The yield is 0.710. (7) The reactants are Br[C:2]1[CH:14]=[CH:13][C:12]2[C:11]3[C:6](=[CH:7][C:8]([Br:15])=[CH:9][CH:10]=3)[C:5]([CH3:17])([CH3:16])[C:4]=2[CH:3]=1.[C:18]1([C:27]2[CH:32]=[CH:31][CH:30]=[CH:29][CH:28]=2)[CH:23]=[CH:22][CH:21]=[CH:20][C:19]=1B(O)O.C([O-])([O-])=O.[Na+].[Na+].CCO. The catalyst is C1C=CC([P]([Pd]([P](C2C=CC=CC=2)(C2C=CC=CC=2)C2C=CC=CC=2)([P](C2C=CC=CC=2)(C2C=CC=CC=2)C2C=CC=CC=2)[P](C2C=CC=CC=2)(C2C=CC=CC=2)C2C=CC=CC=2)(C2C=CC=CC=2)C2C=CC=CC=2)=CC=1.C1(C)C=CC=CC=1. The product is [C:18]1([C:27]2[CH:28]=[CH:29][CH:30]=[CH:31][CH:32]=2)[CH:23]=[CH:22][CH:21]=[CH:20][C:19]=1[C:2]1[CH:14]=[CH:13][C:12]2[C:11]3[C:6](=[CH:7][C:8]([Br:15])=[CH:9][CH:10]=3)[C:5]([CH3:17])([CH3:16])[C:4]=2[CH:3]=1. The yield is 0.630.